This data is from Forward reaction prediction with 1.9M reactions from USPTO patents (1976-2016). The task is: Predict the product of the given reaction. The product is: [OH:23][C:22]1[C:15]([CH2:16][C:17]([O:19][CH3:20])=[O:18])=[C:27]([OH:28])[N:13]=[C:12]([CH2:11][C:8]2[CH:7]=[CH:6][C:5]([N+:2]([O-:4])=[O:3])=[CH:10][CH:9]=2)[N:14]=1. Given the reactants Cl.[N+:2]([C:5]1[CH:10]=[CH:9][C:8]([CH2:11][C:12](=[NH:14])[NH2:13])=[CH:7][CH:6]=1)([O-:4])=[O:3].[CH:15]([C:27](OCC)=[O:28])([C:22](OCC)=[O:23])[CH2:16][C:17]([O:19][CH2:20]C)=[O:18].C[O-].[Na+].Cl, predict the reaction product.